From a dataset of Forward reaction prediction with 1.9M reactions from USPTO patents (1976-2016). Predict the product of the given reaction. (1) Given the reactants [CH3:1][O:2][C:3]1[CH:4]=[C:5]([C:9]2[N:13]3[N:14]=[CH:15][CH:16]=[C:17]([N:18]4[CH2:23][CH2:22][O:21][CH2:20][CH2:19]4)[C:12]3=[N:11][C:10]=2/[CH:24]=[CH:25]/[C:26]2[CH:35]=[CH:34][C:33]3[C:32]([C:36]([OH:38])=[O:37])=[CH:31][CH:30]=[CH:29][C:28]=3[N:27]=2)[CH:6]=[CH:7][CH:8]=1.C[O-].[Na+:41], predict the reaction product. The product is: [Na+:41].[CH3:1][O:2][C:3]1[CH:4]=[C:5]([C:9]2[N:13]3[N:14]=[CH:15][CH:16]=[C:17]([N:18]4[CH2:23][CH2:22][O:21][CH2:20][CH2:19]4)[C:12]3=[N:11][C:10]=2/[CH:24]=[CH:25]/[C:26]2[CH:35]=[CH:34][C:33]3[C:32]([C:36]([O-:38])=[O:37])=[CH:31][CH:30]=[CH:29][C:28]=3[N:27]=2)[CH:6]=[CH:7][CH:8]=1. (2) Given the reactants [OH:1][C@H:2]1[CH2:6][CH2:5][N:4]([C:7]([O:9][C:10]([CH3:13])([CH3:12])[CH3:11])=[O:8])[CH2:3]1.[CH3:14][C:15](OC(C)=O)=[O:16], predict the reaction product. The product is: [C:15]([O:1][C@H:2]1[CH2:6][CH2:5][N:4]([C:7]([O:9][C:10]([CH3:13])([CH3:12])[CH3:11])=[O:8])[CH2:3]1)(=[O:16])[CH3:14]. (3) The product is: [Br:1][C:2]1[C:3]([Cl:13])=[C:4]2[C:9](=[CH:10][CH:11]=1)[N:8]1[C:14]([CH3:15])=[N:17][N:18]=[C:7]1[CH2:6][CH2:5]2. Given the reactants [Br:1][C:2]1[C:3]([Cl:13])=[C:4]2[C:9](=[CH:10][CH:11]=1)[NH:8][C:7](=S)[CH2:6][CH2:5]2.[C:14]([NH:17][NH2:18])(=O)[CH3:15], predict the reaction product. (4) The product is: [O:32]=[C:27]1[CH2:28][CH2:29][C:30](=[O:31])[N:26]1[O:23][C:22](=[O:24])[CH2:21][CH2:20][CH2:19][C:17](=[O:18])[NH:16][C:13]1[CH:12]=[CH:11][C:10]2[S:9][C:8]3[C:3](=[CH:4][CH:5]=[CH:6][CH:7]=3)[C:2](=[O:1])[C:15]=2[CH:14]=1. Given the reactants [O:1]=[C:2]1[C:15]2[CH:14]=[C:13]([NH:16][C:17]([CH2:19][CH2:20][CH2:21][C:22]([OH:24])=[O:23])=[O:18])[CH:12]=[CH:11][C:10]=2[S:9][C:8]2[C:3]1=[CH:4][CH:5]=[CH:6][CH:7]=2.O[N:26]1[C:30](=[O:31])[CH2:29][CH2:28][C:27]1=[O:32].C(Cl)CCl, predict the reaction product. (5) Given the reactants [NH2:1][C:2]1[NH:3][C:4]2[C:9]([C:10]=1[C:11]#[N:12])=[CH:8][CH:7]=[C:6]([N+:13]([O-:15])=[O:14])[CH:5]=2.CO[CH:18]1[CH2:22][CH2:21][CH:20](OC)O1.C(=O)(O)[O-].[Na+].C(=O)=O, predict the reaction product. The product is: [N+:13]([C:6]1[CH:5]=[C:4]2[C:9]([C:10]([C:11]#[N:12])=[C:2]([N:1]3[CH:18]=[CH:22][CH:21]=[CH:20]3)[NH:3]2)=[CH:8][CH:7]=1)([O-:15])=[O:14]. (6) Given the reactants [F:1][C:2]1[CH:7]=[CH:6][C:5]([C:8]2[N:12]([CH:13]([CH3:15])[CH3:14])[N:11]=[C:10]([CH3:16])[CH:9]=2)=[CH:4][CH:3]=1.[Br:17]N1C(=O)CCC1=O, predict the reaction product. The product is: [Br:17][C:9]1[C:10]([CH3:16])=[N:11][N:12]([CH:13]([CH3:14])[CH3:15])[C:8]=1[C:5]1[CH:4]=[CH:3][C:2]([F:1])=[CH:7][CH:6]=1. (7) Given the reactants [OH:1][C:2]1[C:11]([CH3:12])=[N:10][C:9]2[C:4](=[CH:5][CH:6]=[CH:7][CH:8]=2)[N:3]=1.[I-].C[N+]1C=CN([C:20](=[O:29])[N:21]([CH3:28])[C:22]2[CH:27]=[CH:26][CH:25]=[CH:24][CH:23]=2)C=1.C(N(CC)CC)C, predict the reaction product. The product is: [CH3:12][C:11]1[C:2]([O:1][C:20](=[O:29])[N:21]([CH3:28])[C:22]2[CH:27]=[CH:26][CH:25]=[CH:24][CH:23]=2)=[N:3][C:4]2[C:9]([N:10]=1)=[CH:8][CH:7]=[CH:6][CH:5]=2. (8) Given the reactants [OH:1][CH2:2][CH2:3][CH2:4][CH2:5][NH:6][S:7]([C:10]1[CH:15]=[CH:14][C:13](Br)=[CH:12][C:11]=1[F:17])(=[O:9])=[O:8].[F:18][C:19]([F:30])([F:29])[C:20]1[CH:25]=[CH:24][C:23](B(O)O)=[CH:22][CH:21]=1, predict the reaction product. The product is: [OH:1][CH2:2][CH2:3][CH2:4][CH2:5][NH:6][S:7]([C:10]1[CH:15]=[CH:14][C:13]([C:23]2[CH:24]=[CH:25][C:20]([C:19]([F:30])([F:29])[F:18])=[CH:21][CH:22]=2)=[CH:12][C:11]=1[F:17])(=[O:9])=[O:8]. (9) Given the reactants [C:1]([CH2:3][C:4]1[C:12]2[C:7](=[CH:8][CH:9]=[CH:10][C:11]=2[N+:13]([O-:15])=[O:14])[N:6](CC(OC(C)(C)C)=O)[CH:5]=1)#[N:2].[CH:24](C1NC2C(C=1)=C([N+]([O-])=O)C=CC=2)([CH3:26])[CH3:25], predict the reaction product. The product is: [CH:24]([C:5]1[NH:6][C:7]2[C:12]([C:4]=1[CH2:3][C:1]#[N:2])=[C:11]([N+:13]([O-:15])=[O:14])[CH:10]=[CH:9][CH:8]=2)([CH3:26])[CH3:25].